This data is from Forward reaction prediction with 1.9M reactions from USPTO patents (1976-2016). The task is: Predict the product of the given reaction. (1) Given the reactants [Si:1]([O:8][CH2:9][C@@H:10]1[CH:15]=[C:14]([CH:16]2[CH2:18][CH2:17]2)[C:13](=[O:19])[CH2:12][N:11]1[C:20]([O:22][C:23]([CH3:26])([CH3:25])[CH3:24])=[O:21])([C:4]([CH3:7])([CH3:6])[CH3:5])([CH3:3])[CH3:2].[Si](OC[C@@H]1C=C(C)[C@H](O)CN1C(OC(C)(C)C)=O)(C(C)(C)C)(C)C, predict the reaction product. The product is: [Si:1]([O:8][CH2:9][C@@H:10]1[CH:15]=[C:14]([CH:16]2[CH2:18][CH2:17]2)[C@H:13]([OH:19])[CH2:12][N:11]1[C:20]([O:22][C:23]([CH3:26])([CH3:25])[CH3:24])=[O:21])([C:4]([CH3:7])([CH3:6])[CH3:5])([CH3:3])[CH3:2]. (2) Given the reactants [CH:1]1([CH2:6][CH:7]([C:11]2[CH:16]=[CH:15][C:14]([S:17]([CH3:20])(=[O:19])=[O:18])=[CH:13][CH:12]=2)[C:8]([OH:10])=O)[CH2:5][CH2:4][CH2:3][CH2:2]1.C(Cl)(=O)C(Cl)=O.Br.[NH2:28][C:29]1[S:30][C:31]([Br:34])=[CH:32][N:33]=1.C(N(CC)CC)C, predict the reaction product. The product is: [Br:34][C:31]1[S:30][C:29]([NH:28][C:8](=[O:10])[CH:7]([C:11]2[CH:16]=[CH:15][C:14]([S:17]([CH3:20])(=[O:19])=[O:18])=[CH:13][CH:12]=2)[CH2:6][CH:1]2[CH2:2][CH2:3][CH2:4][CH2:5]2)=[N:33][CH:32]=1. (3) Given the reactants [CH:1]1[C:6]([CH2:7][CH2:8][CH2:9][OH:10])=[CH:5][C:4]([OH:11])=[C:3]([OH:12])[CH:2]=1.[C:13]([OH:28])(=[O:27])/[CH:14]=[CH:15]/[CH:16]1[CH:26]=[C:23]([O:24][CH3:25])[C:21]([OH:22])=[C:18]([O:19][CH3:20])[CH2:17]1, predict the reaction product. The product is: [CH:1]1[C:6]([CH2:7][CH2:8][CH2:9][OH:10])=[CH:5][C:4]([OH:11])=[C:3]([OH:12])[CH:2]=1.[C:13]([O-:28])(=[O:27])/[CH:14]=[CH:15]/[CH:16]1[CH:17]=[C:18]([O:19][CH3:20])[C:21]([OH:22])=[C:23]([O:24][CH3:25])[CH2:26]1. (4) Given the reactants O1CCCC1.[S:6]([CH2:9][CH2:10][CH2:11][CH2:12][CH2:13][O:14][C:15]1[CH:20]=[CH:19][C:18]([CH3:21])=[C:17]([S:22][CH2:23][C:24]([F:27])([F:26])[F:25])[CH:16]=1)C#N.[F:28][C:29]([Si](C)(C)C)([F:31])[F:30].C([N+](CCCC)(CCCC)CCCC)CCC, predict the reaction product. The product is: [F:28][C:29]([F:31])([F:30])[S:6][CH2:9][CH2:10][CH2:11][CH2:12][CH2:13][O:14][C:15]1[CH:20]=[CH:19][C:18]([CH3:21])=[C:17]([S:22][CH2:23][C:24]([F:27])([F:25])[F:26])[CH:16]=1. (5) Given the reactants [N+:1]([C:4]1[CH:5]=[CH:6][C:7]([O:10][CH2:11][CH2:12][N:13]([CH3:15])[CH3:14])=[N:8][CH:9]=1)([O-])=O.[H][H], predict the reaction product. The product is: [CH3:14][N:13]([CH3:15])[CH2:12][CH2:11][O:10][C:7]1[N:8]=[CH:9][C:4]([NH2:1])=[CH:5][CH:6]=1. (6) The product is: [Cl:26][C:24]1[CH:23]=[C:20]([CH:19]=[C:18]([C:11]2[CH:10]=[CH:9][C:4]3[NH:5][C:6](=[O:8])[O:7][C:2]([CH3:16])([CH3:1])[C:3]=3[CH:12]=2)[CH:25]=1)[C:21]#[N:22]. Given the reactants [CH3:1][C:2]1([CH3:16])[O:7][C:6](=[O:8])[NH:5][C:4]2[CH:9]=[CH:10][C:11](B(O)O)=[CH:12][C:3]1=2.Br[C:18]1[CH:19]=[C:20]([CH:23]=[C:24]([Cl:26])[CH:25]=1)[C:21]#[N:22], predict the reaction product. (7) Given the reactants [Br:1][C:2]1[C:3]2[N:4]([C:15](=[O:18])[NH:16][N:17]=2)[CH:5]=[CH:6][C:7]=1[C:8]1[CH:13]=[CH:12][C:11]([Cl:14])=[CH:10][CH:9]=1.Br[CH2:20][C:21]1[C:22]([CH3:31])=[N:23][C:24]([C:27]([F:30])([F:29])[F:28])=[CH:25][CH:26]=1.C([O-])([O-])=O.[K+].[K+], predict the reaction product. The product is: [Br:1][C:2]1[C:3]2[N:4]([C:15](=[O:18])[N:16]([CH2:20][C:21]3[C:22]([CH3:31])=[N:23][C:24]([C:27]([F:30])([F:28])[F:29])=[CH:25][CH:26]=3)[N:17]=2)[CH:5]=[CH:6][C:7]=1[C:8]1[CH:9]=[CH:10][C:11]([Cl:14])=[CH:12][CH:13]=1. (8) Given the reactants [F:1][C:2]([F:15])([F:14])[C:3]1[CH:4]=[C:5]([CH:7]=[C:8]([C:10]([F:13])([F:12])[F:11])[CH:9]=1)[NH2:6].C(OC([NH:23][C@H:24]([C:32](O)=[O:33])[CH2:25][C:26]1[CH:31]=[CH:30][CH:29]=[CH:28][CH:27]=1)=O)(C)(C)C.P(Cl)(Cl)Cl.C(=O)([O-])O.[Na+], predict the reaction product. The product is: [NH2:23][C@@H:24]([CH2:25][C:26]1[CH:31]=[CH:30][CH:29]=[CH:28][CH:27]=1)[C:32]([NH:6][C:5]1[CH:4]=[C:3]([C:2]([F:14])([F:15])[F:1])[CH:9]=[C:8]([C:10]([F:11])([F:12])[F:13])[CH:7]=1)=[O:33]. (9) Given the reactants [CH3:1][NH:2][C:3]([C:5]1[CH:9]=[C:8]([CH2:10][OH:11])[O:7][N:6]=1)=[O:4].Cl[C:13]([O:15][C:16]1[CH:21]=[CH:20][C:19]([N+:22]([O-:24])=[O:23])=[CH:18][CH:17]=1)=[O:14].N1C=CC=CC=1, predict the reaction product. The product is: [C:13](=[O:14])([O:15][C:16]1[CH:17]=[CH:18][C:19]([N+:22]([O-:24])=[O:23])=[CH:20][CH:21]=1)[O:11][CH2:10][C:8]1[O:7][N:6]=[C:5]([C:3](=[O:4])[NH:2][CH3:1])[CH:9]=1.